This data is from Catalyst prediction with 721,799 reactions and 888 catalyst types from USPTO. The task is: Predict which catalyst facilitates the given reaction. (1) Reactant: [CH3:1][C:2]1[CH:7]=[C:6]([CH3:8])[CH:5]=[CH:4][C:3]=1[N:9]([CH2:25][CH:26]([CH3:28])[CH3:27])[S:10]([C:13]1[CH:14]=[CH:15][C:16]([O:23]C)=[C:17]([CH:22]=1)[C:18]([O:20][CH3:21])=[O:19])(=[O:12])=[O:11].B(Br)(Br)Br.O. Product: [CH3:1][C:2]1[CH:7]=[C:6]([CH3:8])[CH:5]=[CH:4][C:3]=1[N:9]([CH2:25][CH:26]([CH3:28])[CH3:27])[S:10]([C:13]1[CH:14]=[CH:15][C:16]([OH:23])=[C:17]([CH:22]=1)[C:18]([O:20][CH3:21])=[O:19])(=[O:12])=[O:11]. The catalyst class is: 4. (2) Reactant: [F:1][C:2]1[C:15]([O:16]C)=[C:14]([F:18])[CH:13]=[CH:12][C:3]=1[CH2:4][NH:5][C:6]1[CH:11]=[CH:10][CH:9]=[CH:8][N:7]=1.B(Br)(Br)Br. Product: [F:1][C:2]1[C:3]([CH2:4][NH:5][C:6]2[CH:11]=[CH:10][CH:9]=[CH:8][N:7]=2)=[CH:12][CH:13]=[C:14]([F:18])[C:15]=1[OH:16]. The catalyst class is: 2. (3) Reactant: [CH2:1]([N:5]([CH:30]1[CH2:35][CH2:34][O:33][CH2:32][CH2:31]1)[C:6]1[C:7]([O:28][CH3:29])=[N:8][N:9]2[C:13]([C:14]3[C:19]([O:20][CH3:21])=[CH:18][C:17]([CH2:22][O:23][CH2:24][CH3:25])=[CH:16][C:15]=3[O:26][CH3:27])=[CH:12][S:11][C:10]=12)[CH2:2][CH2:3][CH3:4].C(O)C.O.[P:40](=[O:44])([OH:43])([OH:42])[OH:41]. Product: [P:40]([OH:44])([OH:43])([OH:42])=[O:41].[CH2:1]([N:5]([CH:30]1[CH2:31][CH2:32][O:33][CH2:34][CH2:35]1)[C:6]1[C:7]([O:28][CH3:29])=[N:8][N:9]2[C:13]([C:14]3[C:15]([O:26][CH3:27])=[CH:16][C:17]([CH2:22][O:23][CH2:24][CH3:25])=[CH:18][C:19]=3[O:20][CH3:21])=[CH:12][S:11][C:10]=12)[CH2:2][CH2:3][CH3:4]. The catalyst class is: 194. (4) Reactant: [F:1][C:2]([F:28])([F:27])[S:3]([O:6][C:7]([C@H:9]([CH3:26])[CH2:10][C@@H:11]1[O:16][C@@:15]2([CH2:24][I:25])[CH2:17][C@H:18]([CH2:20][CH2:21][CH2:22][OH:23])[O:19][C@H:14]2[CH2:13][CH2:12]1)=[CH2:8])(=[O:5])=[O:4].CC(OI1(OC(C)=O)(OC(C)=O)OC(=O)C2C=CC=CC1=2)=O. Product: [F:28][C:2]([F:1])([F:27])[S:3]([O:6][C:7]([C@H:9]([CH3:26])[CH2:10][C@@H:11]1[O:16][C@@:15]2([CH2:24][I:25])[CH2:17][C@H:18]([CH2:20][CH2:21][CH:22]=[O:23])[O:19][C@H:14]2[CH2:13][CH2:12]1)=[CH2:8])(=[O:5])=[O:4]. The catalyst class is: 2.